From a dataset of Peptide-MHC class II binding affinity with 134,281 pairs from IEDB. Regression. Given a peptide amino acid sequence and an MHC pseudo amino acid sequence, predict their binding affinity value. This is MHC class II binding data. (1) The peptide sequence is SAIRAAKLVQALETS. The MHC is H-2-IAd with pseudo-sequence H-2-IAd. The binding affinity (normalized) is 0.722. (2) The peptide sequence is AGFFLLTRILTIPQS. The MHC is DRB1_0901 with pseudo-sequence DRB1_0901. The binding affinity (normalized) is 0.626. (3) The peptide sequence is RMVLASTTAKAMEQM. The MHC is DRB4_0101 with pseudo-sequence DRB4_0103. The binding affinity (normalized) is 0.459.